From a dataset of Forward reaction prediction with 1.9M reactions from USPTO patents (1976-2016). Predict the product of the given reaction. (1) Given the reactants Br[C:2]1[CH:35]=[CH:34][C:5]([CH2:6][N:7]2[C:11]3[CH:12]=[C:13]([O:16][CH2:17][C:18]4[C:22]([Cl:23])=[CH:21][N:20]([CH3:24])[N:19]=4)[CH:14]=[CH:15][C:10]=3[N:9]=[C:8]2[C@H:25]2[CH2:30][CH2:29][CH2:28][CH2:27][C@H:26]2[C:31]([OH:33])=[O:32])=[CH:4][CH:3]=1.[F:36][CH:37]1[CH2:42][CH2:41][NH:40][CH2:39][CH2:38]1, predict the reaction product. The product is: [Cl:23][C:22]1[C:18]([CH2:17][O:16][C:13]2[CH:14]=[CH:15][C:10]3[N:9]=[C:8]([C@H:25]4[CH2:30][CH2:29][CH2:28][CH2:27][C@H:26]4[C:31]([OH:33])=[O:32])[N:7]([CH2:6][C:5]4[CH:34]=[CH:35][C:2]([N:40]5[CH2:41][CH2:42][CH:37]([F:36])[CH2:38][CH2:39]5)=[CH:3][CH:4]=4)[C:11]=3[CH:12]=2)=[N:19][N:20]([CH3:24])[CH:21]=1. (2) Given the reactants Cl[CH2:2][CH2:3][CH2:4][Br:5].[C:6]([OH:11])(=[O:10])[C:7]([CH3:9])=[CH2:8].O(C)[Na].C(OCCCCl)(=O)C(C)=C, predict the reaction product. The product is: [C:6]([O:11][CH2:2][CH2:3][CH2:4][Br:5])(=[O:10])[C:7]([CH3:9])=[CH2:8]. (3) Given the reactants [S:1]1[C:5]([C@H:6]([OH:25])/[CH:7]=[CH:8]/[C@H:9]2[C@H:13]([OH:14])[CH2:12][C:11](=[O:15])[C@@H:10]2[CH2:16]/[CH:17]=[CH:18]\[CH2:19][CH2:20][CH2:21][C:22]([OH:24])=[O:23])=[CH:4][C:3]2[CH:26]=[CH:27][CH:28]=[CH:29][C:2]1=2.[H][H], predict the reaction product. The product is: [S:1]1[C:5]([C@H:6]([OH:25])[CH2:7][CH2:8][C@H:9]2[C@H:13]([OH:14])[CH2:12][C:11](=[O:15])[C@@H:10]2[CH2:16][CH2:17][CH2:18][CH2:19][CH2:20][CH2:21][C:22]([OH:24])=[O:23])=[CH:4][C:3]2[CH:26]=[CH:27][CH:28]=[CH:29][C:2]1=2. (4) Given the reactants [O:1]1CCC[CH2:2]1.Br[C:7]1[CH:12]=[CH:11][C:10]([CH:13]2[O:17][CH2:16][CH2:15][O:14]2)=[C:9]([F:18])[CH:8]=1.C([Li])CCC.C(N1CCOCC1)=O, predict the reaction product. The product is: [O:14]1[CH2:15][CH2:16][O:17][CH:13]1[C:10]1[CH:11]=[CH:12][C:7]([CH:2]=[O:1])=[CH:8][C:9]=1[F:18]. (5) Given the reactants Cl.[CH3:2][N:3]1[CH:7]=[C:6]([C:8]2[N:13]=[C:12]([C:14]3[CH:15]=[N:16][N:17]([C:19]4([CH2:23][C:24]#[N:25])[CH2:22][NH:21][CH2:20]4)[CH:18]=3)[N:11]3[CH:26]=[CH:27][N:28]=[C:10]3[CH:9]=2)[CH:5]=[N:4]1.C1C[O:32][CH2:31][CH2:30]1.C(N(CC)CC)C.C(OC(=O)C)(=O)C, predict the reaction product. The product is: [C:31]([N:21]1[CH2:22][C:19]([CH2:23][C:24]#[N:25])([N:17]2[CH:18]=[C:14]([C:12]3[N:11]4[CH:26]=[CH:27][N:28]=[C:10]4[CH:9]=[C:8]([C:6]4[CH:5]=[N:4][N:3]([CH3:2])[CH:7]=4)[N:13]=3)[CH:15]=[N:16]2)[CH2:20]1)(=[O:32])[CH3:30]. (6) Given the reactants [Br-:1].[CH2:2]([P+:4]([CH2:20][CH3:21])([CH2:18][CH3:19])[CH2:5][CH2:6][CH2:7][CH2:8][CH2:9][CH2:10][CH2:11][CH2:12][CH2:13][CH2:14][CH2:15][CH2:16][OH:17])[CH3:3].[C:22](Cl)(=[O:26])[C:23]([CH3:25])=[CH2:24].C(=O)([O-])[O-].[Na+].[Na+], predict the reaction product. The product is: [Br-:1].[CH2:20]([P+:4]([CH2:2][CH3:3])([CH2:18][CH3:19])[CH2:5][CH2:6][CH2:7][CH2:8][CH2:9][CH2:10][CH2:11][CH2:12][CH2:13][CH2:14][CH2:15][CH2:16][O:17][C:22](=[O:26])[C:23]([CH3:25])=[CH2:24])[CH3:21].